This data is from Forward reaction prediction with 1.9M reactions from USPTO patents (1976-2016). The task is: Predict the product of the given reaction. (1) Given the reactants [N+:1]([C:4]1[CH:26]=[CH:25][CH:24]=[CH:23][C:5]=1[NH:6][C:7]1[CH:8]=[CH:9][C:10]2[C:16](=[O:17])[C:15]3[CH:18]=[CH:19][CH:20]=[CH:21][C:14]=3[CH2:13][O:12][C:11]=2[CH:22]=1)([O-])=O.O.O.[Sn](Cl)Cl.[OH-].[Na+], predict the reaction product. The product is: [NH2:1][C:4]1[CH:26]=[CH:25][CH:24]=[CH:23][C:5]=1[NH:6][C:7]1[CH:8]=[CH:9][C:10]2[C:16](=[O:17])[C:15]3[CH:18]=[CH:19][CH:20]=[CH:21][C:14]=3[CH2:13][O:12][C:11]=2[CH:22]=1. (2) Given the reactants [Br:1][C:2]1[CH:9]=[CH:8][C:7]([CH2:10]O)=[CH:6][C:3]=1[C:4]#[N:5].P(Br)(Br)[Br:13], predict the reaction product. The product is: [Br:1][C:2]1[CH:9]=[CH:8][C:7]([CH2:10][Br:13])=[CH:6][C:3]=1[C:4]#[N:5]. (3) Given the reactants [O:1]1[CH:5]=[CH:4][CH:3]=[C:2]1[CH2:6][O:7][C:8]1[CH:16]=[CH:15][CH:14]=[C:13]2[C:9]=1[CH:10]=[C:11]([C:17]([OH:19])=O)[NH:12]2.Cl.Cl.Cl.[N:23]1([CH2:30][CH2:31][N:32]2[CH2:37][CH2:36][CH:35]([NH2:38])[CH2:34][CH2:33]2)[CH2:29][CH2:28][CH2:27][CH2:26][CH2:25][CH2:24]1, predict the reaction product. The product is: [N:23]1([CH2:30][CH2:31][N:32]2[CH2:33][CH2:34][CH:35]([NH:38][C:17]([C:11]3[NH:12][C:13]4[C:9]([CH:10]=3)=[C:8]([O:7][CH2:6][C:2]3[O:1][CH:5]=[CH:4][CH:3]=3)[CH:16]=[CH:15][CH:14]=4)=[O:19])[CH2:36][CH2:37]2)[CH2:29][CH2:28][CH2:27][CH2:26][CH2:25][CH2:24]1.